Dataset: Reaction yield outcomes from USPTO patents with 853,638 reactions. Task: Predict the reaction yield, written as a fraction of the theoretical maximum amount of product (1.0 means a 100% yield; for example, 0.34 means a 34% yield). (1) The reactants are [Cl:1][C:2]1[CH:7]=[C:6](B2OC(C)(C)C(C)(C)O2)[CH:5]=[CH:4][N:3]=1.Br[C:18]1[CH:48]=[CH:47][C:21]2[N:22]([C:25]3[S:29][C:28]([C:30]([O:32][CH3:33])=[O:31])=[C:27]([O:34][C@@H:35]([C:37]4[CH:42]=[CH:41][CH:40]=[CH:39][C:38]=4[C:43]([F:46])([F:45])[F:44])[CH3:36])[CH:26]=3)[CH:23]=[N:24][C:20]=2[CH:19]=1.C(=O)([O-])[O-].[Na+].[Na+]. The catalyst is CN(C)C(=O)C.Cl[Pd]Cl.C1(P(C2C=CC=CC=2)[C-]2C=CC=C2)C=CC=CC=1.[C-]1(P(C2C=CC=CC=2)C2C=CC=CC=2)C=CC=C1.[Fe+2]. The product is [Cl:1][C:2]1[CH:7]=[C:6]([C:18]2[CH:48]=[CH:47][C:21]3[N:22]([C:25]4[S:29][C:28]([C:30]([O:32][CH3:33])=[O:31])=[C:27]([O:34][C@@H:35]([C:37]5[CH:42]=[CH:41][CH:40]=[CH:39][C:38]=5[C:43]([F:46])([F:45])[F:44])[CH3:36])[CH:26]=4)[CH:23]=[N:24][C:20]=3[CH:19]=2)[CH:5]=[CH:4][N:3]=1. The yield is 0.490. (2) The reactants are [CH3:1][CH:2]1[CH:7]([N:8]2[CH2:12][CH2:11][O:10][C:9]2=[O:13])[CH2:6][CH2:5][N:4](C(OC(C)(C)C)=O)[CH2:3]1.C(O)(C(F)(F)F)=O. The catalyst is ClCCl. The product is [CH3:1][CH:2]1[CH:7]([N:8]2[CH2:12][CH2:11][O:10][C:9]2=[O:13])[CH2:6][CH2:5][NH:4][CH2:3]1. The yield is 0.860. (3) The reactants are [CH3:1][O:2][C:3]1[CH:8]=[CH:7][CH:6]=[CH:5][C:4]=1[C:9]1[C:17]2[C:12](=[N:13][CH:14]=[C:15](B3OC(C)(C)C(C)(C)O3)[CH:16]=2)[N:11]([S:27]([C:30]2[CH:35]=[CH:34][C:33]([CH3:36])=[CH:32][CH:31]=2)(=[O:29])=[O:28])[CH:10]=1.[NH2:37][C:38]1[C:46]([Cl:47])=[CH:45][C:44](I)=[CH:43][C:39]=1[C:40]([OH:42])=[O:41].C(=O)(O)[O-].[Na+]. The catalyst is C1C=CC([PH+]([C]2[CH][CH][CH][CH]2)C2C=CC=CC=2)=CC=1.C1C=CC([PH+]([C]2[CH][CH][CH][CH]2)C2C=CC=CC=2)=CC=1.C(Cl)Cl.Cl[Pd]Cl.[Fe].C(#N)C. The product is [NH2:37][C:38]1[C:46]([Cl:47])=[CH:45][C:44]([C:15]2[CH:16]=[C:17]3[C:9]([C:4]4[CH:5]=[CH:6][CH:7]=[CH:8][C:3]=4[O:2][CH3:1])=[CH:10][N:11]([S:27]([C:30]4[CH:35]=[CH:34][C:33]([CH3:36])=[CH:32][CH:31]=4)(=[O:28])=[O:29])[C:12]3=[N:13][CH:14]=2)=[CH:43][C:39]=1[C:40]([OH:42])=[O:41]. The yield is 0.510. (4) The catalyst is N1C=CC=CC=1. The reactants are [CH3:1][O:2][C:3]1[CH:4]=[C:5]([NH:11][C:12]2[CH:20]=[CH:19][CH:18]=[C:14]([C:15]([OH:17])=O)[C:13]=2[C:21]([OH:23])=O)[CH:6]=[CH:7][C:8]=1[O:9][CH3:10].Cl.[NH2:25][CH:26]1[CH2:32][CH2:31][C:30](=[O:33])[NH:29][C:27]1=[O:28]. The product is [O:28]=[C:27]1[CH:26]([N:25]2[C:21](=[O:23])[C:13]3[C:14](=[CH:18][CH:19]=[CH:20][C:12]=3[NH:11][C:5]3[CH:6]=[CH:7][C:8]([O:9][CH3:10])=[C:3]([O:2][CH3:1])[CH:4]=3)[C:15]2=[O:17])[CH2:32][CH2:31][C:30](=[O:33])[NH:29]1. The yield is 0.850. (5) The reactants are [CH3:1][S:2][CH:3]([C:5]1[CH:6]=[CH:7][C:8]([C:11]([F:17])([F:16])[C:12]([F:15])([F:14])[F:13])=[N:9][CH:10]=1)[CH3:4].[N:18]#[C:19][NH2:20].C(O)(=O)C.C(O)(=O)C.IC1C=CC=CC=1. The catalyst is C1COCC1. The product is [F:16][C:11]([F:17])([C:8]1[N:9]=[CH:10][C:5]([CH:3]([S:2]([CH3:1])=[N:20][C:19]#[N:18])[CH3:4])=[CH:6][CH:7]=1)[C:12]([F:13])([F:14])[F:15]. The yield is 0.850. (6) The reactants are [OH:1][CH:2]1[CH2:7][CH2:6][CH2:5][NH:4][CH2:3]1.C(N(CC)CC)C.[C:15](OC(=O)C)(=[O:17])[CH3:16]. The catalyst is ClCCl. The product is [OH:1][CH:2]1[CH2:7][CH2:6][CH2:5][N:4]([C:15](=[O:17])[CH3:16])[CH2:3]1. The yield is 0.610. (7) The reactants are C1(C2[O:12][CH2:11][CH:10]([O:13][C:14]3[N:19]=[C:18]([NH:20][C:21]([C:23]4[N:27]5[N:28]=[C:29]([C:32]6[CH:37]=[CH:36][CH:35]=[CH:34][C:33]=6[C:38]([F:41])([F:40])[F:39])[CH:30]=[CH:31][C:26]5=[N:25][CH:24]=4)=[O:22])[CH:17]=[CH:16][CH:15]=3)[CH2:9][O:8]2)C=CC=CC=1.Cl. The catalyst is CCO. The product is [OH:8][CH2:9][CH:10]([O:13][C:14]1[N:19]=[C:18]([NH:20][C:21]([C:23]2[N:27]3[N:28]=[C:29]([C:32]4[CH:37]=[CH:36][CH:35]=[CH:34][C:33]=4[C:38]([F:40])([F:41])[F:39])[CH:30]=[CH:31][C:26]3=[N:25][CH:24]=2)=[O:22])[CH:17]=[CH:16][CH:15]=1)[CH2:11][OH:12]. The yield is 0.350. (8) The reactants are Br[C:2](Br)=[CH:3][C:4]1[S:8][C:7]2[CH:9]=[CH:10][CH:11]=[CH:12][C:6]=2[CH:5]=1.[N:14]1([C:20]([O:22][C:23]([CH3:26])([CH3:25])[CH3:24])=[O:21])[CH2:19][CH2:18][NH:17][CH2:16][CH2:15]1.[OH-:27].[K+]. The catalyst is O1CCCC1.O. The product is [S:8]1[C:7]2[CH:9]=[CH:10][CH:11]=[CH:12][C:6]=2[CH:5]=[C:4]1[CH2:3][CH:2]([N:17]1[CH2:18][CH2:19][N:14]([C:20]([O:22][C:23]([CH3:26])([CH3:25])[CH3:24])=[O:21])[CH2:15][CH2:16]1)[OH:27]. The yield is 0.650.